Task: Binary Classification. Given a drug SMILES string, predict its activity (active/inactive) in a high-throughput screening assay against a specified biological target.. Dataset: Cav3 T-type calcium channel HTS with 100,875 compounds (1) The compound is Brc1cc(C(=O)c2c3c(oc2CC)cccc3)cc(Br)c1O. The result is 0 (inactive). (2) The drug is S(c1n(CCc2ccccc2)c2c(n(c(=O)[nH]c2=O)C)n1)CCC. The result is 0 (inactive). (3) The molecule is O(c1c(C(=O)Nc2c(cc(NC(=O)CC)nc2)C)cccc1)C. The result is 0 (inactive). (4) The molecule is Clc1cc(c2oc(c(n2)CN2CC(CCC2)C(=O)NC2CCN(CC2)C(OCC)=O)C)ccc1. The result is 0 (inactive). (5) The compound is S(C=1N(C(=O)C(/N1)=C\c1ccc(cc1)C)CC=C)CC(=O)NCCC. The result is 0 (inactive).